This data is from Full USPTO retrosynthesis dataset with 1.9M reactions from patents (1976-2016). The task is: Predict the reactants needed to synthesize the given product. (1) Given the product [CH2:20]([N:7]([CH2:8][C:9]1[CH:14]=[CH:13][C:12]([NH:15][C:29]([NH:28][C:36]2[CH:41]=[N:40][C:39]([CH3:42])=[CH:38][N:37]=2)=[O:59])=[C:11]([O:18][CH3:19])[CH:10]=1)[CH3:6])[C:21]1[CH:22]=[CH:23][CH:24]=[CH:25][CH:26]=1, predict the reactants needed to synthesize it. The reactants are: C(O[C:6](=O)[N:7]([CH2:20][C:21]1[CH:26]=[CH:25][CH:24]=[CH:23][CH:22]=1)[CH2:8][C:9]1[CH:14]=[CH:13][C:12]([N+:15]([O-])=O)=[C:11]([O:18][CH3:19])[CH:10]=1)(C)(C)C.[NH2:28][C:29]1C=CC=CC=1.C[C:36]1[N:37]=[CH:38][C:39]([C:42](O)=O)=[N:40][CH:41]=1.C(N(CC)CC)C.C1(P(N=[N+]=[N-])(C2C=CC=CC=2)=[O:59])C=CC=CC=1. (2) Given the product [F:10][C:9]1[C:4]([CH2:3][N:20]2[C:28]3[C:23](=[CH:24][CH:25]=[CH:26][CH:27]=3)[C:22]3([C:40]4[C:31](=[CH:32][C:33]5[O:38][CH2:37][CH2:36][O:35][C:34]=5[CH:39]=4)[O:30][CH2:29]3)[C:21]2=[O:41])=[N:5][CH:6]=[C:7]([F:11])[CH:8]=1, predict the reactants needed to synthesize it. The reactants are: Cl.Cl[CH2:3][C:4]1[C:9]([F:10])=[CH:8][C:7]([F:11])=[CH:6][N:5]=1.BrCC1CCCCO1.[NH:20]1[C:28]2[C:23](=[CH:24][CH:25]=[CH:26][CH:27]=2)[C:22]2([C:40]3[C:31](=[CH:32][C:33]4[O:38][CH2:37][CH2:36][O:35][C:34]=4[CH:39]=3)[O:30][CH2:29]2)[C:21]1=[O:41]. (3) The reactants are: [C:1]([O:5][C:6]([N:8]1[CH2:12][CH2:11][CH2:10][C@H:9]1[CH2:13][NH:14][C:15]1[C:16]([O:22][C:23]2[CH:28]=[CH:27][C:26]([O:29][CH3:30])=[CH:25][CH:24]=2)=[N:17][C:18](Cl)=[N:19][CH:20]=1)=[O:7])([CH3:4])([CH3:3])[CH3:2].[F:31][C:32]1[CH:33]=[C:34]([OH:38])[CH:35]=[CH:36][CH:37]=1.C([O-])([O-])=O.[K+].[K+]. Given the product [C:1]([O:5][C:6]([N:8]1[CH2:12][CH2:11][CH2:10][C@H:9]1[CH2:13][NH:14][C:15]1[C:16]([O:22][C:23]2[CH:28]=[CH:27][C:26]([O:29][CH3:30])=[CH:25][CH:24]=2)=[N:17][C:18]([O:38][C:34]2[CH:35]=[CH:36][CH:37]=[C:32]([F:31])[CH:33]=2)=[N:19][CH:20]=1)=[O:7])([CH3:4])([CH3:3])[CH3:2], predict the reactants needed to synthesize it. (4) Given the product [F:1][C:2]1[CH:3]=[C:4]([C:5](=[O:6])[CH2:35][CH3:36])[CH:7]=[CH:8][C:9]=1[N:10]1[CH2:11][CH2:12][N:13]([C:16]([C:18]2[CH:23]=[C:22]([S:24]([CH3:27])(=[O:26])=[O:25])[CH:21]=[CH:20][C:19]=2[C:28]2[CH:29]=[CH:30][C:31]([F:34])=[CH:32][CH:33]=2)=[O:17])[CH2:14][CH2:15]1, predict the reactants needed to synthesize it. The reactants are: [F:1][C:2]1[CH:3]=[C:4]([CH:7]=[CH:8][C:9]=1[N:10]1[CH2:15][CH2:14][N:13]([C:16]([C:18]2[CH:23]=[C:22]([S:24]([CH3:27])(=[O:26])=[O:25])[CH:21]=[CH:20][C:19]=2[C:28]2[CH:33]=[CH:32][C:31]([F:34])=[CH:30][CH:29]=2)=[O:17])[CH2:12][CH2:11]1)[CH:5]=[O:6].[CH2:35]([Mg]Br)[CH3:36]. (5) Given the product [Cl:1][C:2]1[CH:7]=[C:6]([C:11]#[C:12][CH3:13])[N:5]=[CH:4][N:3]=1, predict the reactants needed to synthesize it. The reactants are: [Cl:1][C:2]1[CH:7]=[C:6](Cl)[N:5]=[CH:4][N:3]=1.C[Si](C)(C)[C:11]#[C:12][CH3:13].[F-].C([N+](CCCC)(CCCC)CCCC)CCC.C(N(CC)CC)C.